Dataset: Reaction yield outcomes from USPTO patents with 853,638 reactions. Task: Predict the reaction yield, written as a fraction of the theoretical maximum amount of product (1.0 means a 100% yield; for example, 0.34 means a 34% yield). (1) The reactants are Br[C:2]1[C:10]2[O:9][CH2:8][CH:7]([C:11]3[CH:16]=[CH:15][C:14]([CH:17]([CH3:19])[CH3:18])=[CH:13][CH:12]=3)[C:6]=2[C:5]([CH3:20])=[C:4]([NH:21][C:22](=[O:28])[CH2:23][C:24]([CH3:27])([CH3:26])[CH3:25])[C:3]=1[CH3:29].[O:30]1[CH:34]=[CH:33][C:32](B(O)O)=[CH:31]1. No catalyst specified. The product is [O:30]1[CH:34]=[CH:33][C:32]([C:2]2[C:10]3[O:9][CH2:8][CH:7]([C:11]4[CH:12]=[CH:13][C:14]([CH:17]([CH3:18])[CH3:19])=[CH:15][CH:16]=4)[C:6]=3[C:5]([CH3:20])=[C:4]([NH:21][C:22](=[O:28])[CH2:23][C:24]([CH3:26])([CH3:25])[CH3:27])[C:3]=2[CH3:29])=[CH:31]1. The yield is 0.510. (2) The reactants are [N:1]1[C:6]2[CH:7]=[CH:8][NH:9][C:5]=2[C:4](=O)[NH:3][CH:2]=1.P(Cl)(Cl)([Cl:13])=O. No catalyst specified. The product is [Cl:13][C:4]1[C:5]2[NH:9][CH:8]=[CH:7][C:6]=2[N:1]=[CH:2][N:3]=1. The yield is 0.360. (3) The reactants are [C:1]1([C:7]2[S:8][C:9]([CH:12]=[O:13])=[CH:10][N:11]=2)[CH:6]=[CH:5][CH:4]=[CH:3][CH:2]=1.[CH3:14][O:15][C:16]1[CH:17]=[C:18]([Mg]Br)[CH:19]=[C:20]([O:24][CH3:25])[C:21]=1[O:22][CH3:23]. The catalyst is C1COCC1. The product is [C:1]1([C:7]2[S:8][C:9]([CH:12]([C:18]3[CH:19]=[C:20]([O:24][CH3:25])[C:21]([O:22][CH3:23])=[C:16]([O:15][CH3:14])[CH:17]=3)[OH:13])=[CH:10][N:11]=2)[CH:2]=[CH:3][CH:4]=[CH:5][CH:6]=1. The yield is 0.729. (4) The reactants are C[O:2][C:3](=[O:21])[C:4]1[CH:9]=[C:8]([C:10](=[O:12])[CH3:11])[CH:7]=[CH:6][C:5]=1[O:13][CH2:14][C:15]1[CH:20]=[CH:19][CH:18]=[CH:17][CH:16]=1.[OH-].[Na+]. The catalyst is CO.O1CCCC1. The product is [C:10]([C:8]1[CH:7]=[CH:6][C:5]([O:13][CH2:14][C:15]2[CH:20]=[CH:19][CH:18]=[CH:17][CH:16]=2)=[C:4]([CH:9]=1)[C:3]([OH:21])=[O:2])(=[O:12])[CH3:11]. The yield is 0.910. (5) The reactants are [F:1][C:2]1[CH:21]=[C:20]([N+:22]([O-:24])=[O:23])[CH:19]=[CH:18][C:3]=1[O:4][C:5]1[C:14]2[C:9](=[CH:10][C:11]([OH:17])=[C:12]([O:15][CH3:16])[CH:13]=2)[N:8]=[CH:7][CH:6]=1.CC(N(C)C)=O.C(=O)([O-])[O-].[Cs+].[Cs+].[CH2:37]([O:44][C:45]([N:47]1[CH2:51][CH:50]2[CH2:52][CH:53]([CH2:55]OS(C)(=O)=O)[CH2:54][CH:49]2[CH2:48]1)=[O:46])[C:38]1[CH:43]=[CH:42][CH:41]=[CH:40][CH:39]=1. The catalyst is O. The product is [CH2:37]([O:44][C:45]([N:47]1[CH2:48][CH:49]2[CH2:54][CH:53]([CH2:55][O:17][C:11]3[CH:10]=[C:9]4[C:14]([C:5]([O:4][C:3]5[CH:18]=[CH:19][C:20]([N+:22]([O-:24])=[O:23])=[CH:21][C:2]=5[F:1])=[CH:6][CH:7]=[N:8]4)=[CH:13][C:12]=3[O:15][CH3:16])[CH2:52][CH:50]2[CH2:51]1)=[O:46])[C:38]1[CH:39]=[CH:40][CH:41]=[CH:42][CH:43]=1. The yield is 0.940. (6) No catalyst specified. The product is [CH2:1]([NH:8][CH2:39][CH2:38][C:28]1[C:29]2[C:34](=[C:33]([F:35])[CH:32]=[CH:31][C:30]=2[O:36][CH3:37])[N:26]([CH2:24][CH3:25])[CH:27]=1)[C:2]1[CH:7]=[CH:6][CH:5]=[CH:4][CH:3]=1. The yield is 0.680. The reactants are [CH2:1]([NH:8]CCC1C2C(=CC=C(F)C=2OC)N(C)C=1)[C:2]1[CH:7]=[CH:6][CH:5]=[CH:4][CH:3]=1.[CH2:24]([N:26]1[C:34]2[C:29](=[C:30]([O:36][CH3:37])[CH:31]=[CH:32][C:33]=2[F:35])[C:28]([CH2:38][CH2:39]O)=[CH:27]1)[CH3:25]. (7) The reactants are [CH:1](=O)[C:2]1[CH:7]=[CH:6][CH:5]=[CH:4][CH:3]=1.[CH2:9]([O:11][C:12]([C@H:14]1[C@@H:19]([NH2:20])[C@H:18]2[CH2:21][C@@H:15]1[CH2:16][CH2:17]2)=[O:13])[CH3:10].C([BH3-])#N.[Na+]. The catalyst is C(O)(=O)C.CO. The product is [CH2:9]([O:11][C:12]([C@H:14]1[C@@H:19]([NH:20][CH2:1][C:2]2[CH:7]=[CH:6][CH:5]=[CH:4][CH:3]=2)[C@H:18]2[CH2:21][C@@H:15]1[CH2:16][CH2:17]2)=[O:13])[CH3:10]. The yield is 0.720.